Dataset: Catalyst prediction with 721,799 reactions and 888 catalyst types from USPTO. Task: Predict which catalyst facilitates the given reaction. (1) Reactant: ClC(Cl)(Cl)C([C:5]1[CH:10]=[CH:9][C:8]([C:11]2[O:12][C:13]([CH2:16][CH3:17])=[N:14][N:15]=2)=[CH:7][CH:6]=1)O.[OH-:20].[Na+].[O:22]1[CH2:27][CH2:26][O:25][CH2:24]C1. Product: [CH2:16]([C:13]1[O:12][C:11]([C:8]2[CH:7]=[CH:6][C:5]([CH:26]([O:25][CH3:24])[C:27]([OH:22])=[O:20])=[CH:10][CH:9]=2)=[N:15][N:14]=1)[CH3:17]. The catalyst class is: 5. (2) Reactant: C(OP([CH2:9][C:10]1[CH:15]=[CH:14][CH:13]=[C:12]([CH:16]([O:20]CC)OCC)[CH:11]=1)(=O)OCC)C.[C:23]([C:25]1[CH:32]=[CH:31][C:28]([CH:29]=O)=[CH:27][CH:26]=1)#[N:24].[H-].[Na+].Cl. Product: [CH:16]([C:12]1[CH:11]=[C:10](/[CH:9]=[CH:29]/[C:28]2[CH:31]=[CH:32][C:25]([C:23]#[N:24])=[CH:26][CH:27]=2)[CH:15]=[CH:14][CH:13]=1)=[O:20]. The catalyst class is: 6. (3) Reactant: [S:1]1[CH:5]=[CH:4][CH:3]=[C:2]1[C:6](Cl)=[O:7].[CH2:9]([N:16]1[C:25]2[C:20](=[CH:21][C:22]([F:26])=[CH:23][CH:24]=2)[C:19]([N:27]2[CH2:32][CH2:31][NH:30][CH2:29][CH2:28]2)=[C:18]([C:33]#[N:34])[C:17]1=[O:35])[C:10]1[CH:15]=[CH:14][CH:13]=[CH:12][CH:11]=1. Product: [CH2:9]([N:16]1[C:25]2[C:20](=[CH:21][C:22]([F:26])=[CH:23][CH:24]=2)[C:19]([N:27]2[CH2:32][CH2:31][N:30]([C:6]([C:2]3[S:1][CH:5]=[CH:4][CH:3]=3)=[O:7])[CH2:29][CH2:28]2)=[C:18]([C:33]#[N:34])[C:17]1=[O:35])[C:10]1[CH:15]=[CH:14][CH:13]=[CH:12][CH:11]=1. The catalyst class is: 17.